Dataset: Catalyst prediction with 721,799 reactions and 888 catalyst types from USPTO. Task: Predict which catalyst facilitates the given reaction. (1) Reactant: [Cl:1][C:2]1[CH:3]=[C:4]([NH2:10])[C:5]([NH2:9])=[CH:6][C:7]=1[Cl:8].O=[C:12]([C:37]1[CH:42]=[CH:41][CH:40]=[CH:39][CH:38]=1)[C:13]([C:15]1[CH:36]=[CH:35][C:18]([CH2:19][N:20](C(OC(C)(C)C)=O)C(OC(C)(C)C)=O)=[CH:17][CH:16]=1)=O. Product: [Cl-:1].[Cl:1][C:2]1[CH:3]=[C:4]2[C:5](=[CH:6][C:7]=1[Cl:8])[N:9]=[C:13]([C:15]1[CH:36]=[CH:35][C:18]([CH2:19][NH3+:20])=[CH:17][CH:16]=1)[C:12]([C:37]1[CH:42]=[CH:41][CH:40]=[CH:39][CH:38]=1)=[N:10]2. The catalyst class is: 5. (2) Reactant: [CH3:1][O:2][C:3](=[O:8])[CH:4](Br)[CH2:5]Br.CCN(CC)CC.[CH2:16]([NH:23][CH2:24][CH2:25][NH:26][CH2:27][C:28]1[CH:33]=[CH:32][CH:31]=[CH:30][CH:29]=1)[C:17]1[CH:22]=[CH:21][CH:20]=[CH:19][CH:18]=1. Product: [CH3:1][O:2][C:3]([CH:4]1[CH2:5][N:26]([CH2:27][C:28]2[CH:33]=[CH:32][CH:31]=[CH:30][CH:29]=2)[CH2:25][CH2:24][N:23]1[CH2:16][C:17]1[CH:22]=[CH:21][CH:20]=[CH:19][CH:18]=1)=[O:8]. The catalyst class is: 11. (3) Reactant: [OH:1][B:2]1[C:6]2[CH:7]=[C:8]([NH:11][S:12]([C:15]3[CH:20]=[CH:19][C:18]([N+:21]([O-])=O)=[CH:17][C:16]=3[N+:24]([O-])=O)(=[O:14])=[O:13])[CH:9]=[CH:10][C:5]=2[CH2:4][O:3]1. Product: [NH2:24][C:16]1[CH:17]=[C:18]([NH2:21])[CH:19]=[CH:20][C:15]=1[S:12]([NH:11][C:8]1[CH:9]=[CH:10][C:5]2[CH2:4][O:3][B:2]([OH:1])[C:6]=2[CH:7]=1)(=[O:13])=[O:14]. The catalyst class is: 181. (4) Reactant: Cl.Cl.[N:3]1[CH:8]=[CH:7][CH:6]=[CH:5][C:4]=1[C:9]1([NH2:12])[CH2:11][CH2:10]1.CN(C(ON1N=NC2C=CC=NC1=2)=[N+](C)C)C.F[P-](F)(F)(F)(F)F.CCN(C(C)C)C(C)C.[F:46][C:47]1[CH:52]=[CH:51][C:50]([C:53]2[O:54][C:55]3[CH:65]=[C:64]([N:66]([CH2:71][CH2:72][OH:73])[S:67]([CH3:70])(=[O:69])=[O:68])[C:63]([C:74]4[CH:75]=[C:76]([CH:80]=[CH:81][CH:82]=4)[C:77](O)=[O:78])=[CH:62][C:56]=3[C:57]=2[C:58](=[O:61])[NH:59][CH3:60])=[CH:49][CH:48]=1. Product: [F:46][C:47]1[CH:52]=[CH:51][C:50]([C:53]2[O:54][C:55]3[CH:65]=[C:64]([N:66]([CH2:71][CH2:72][OH:73])[S:67]([CH3:70])(=[O:69])=[O:68])[C:63]([C:74]4[CH:82]=[CH:81][CH:80]=[C:76]([C:77](=[O:78])[NH:12][C:9]5([C:4]6[CH:5]=[CH:6][CH:7]=[CH:8][N:3]=6)[CH2:11][CH2:10]5)[CH:75]=4)=[CH:62][C:56]=3[C:57]=2[C:58]([NH:59][CH3:60])=[O:61])=[CH:49][CH:48]=1. The catalyst class is: 31. (5) Product: [NH:30]1[C:38]2[C:33](=[CH:34][CH:35]=[CH:36][CH:37]=2)[C:32](/[CH:39]=[C:8]2\[O:9][C:5]3[C:4](/[CH:13]=[CH:14]\[CH2:15][CH2:16][CH:17]4[CH2:18][CH2:19][N:20]([C:23]([O:25][C:26]([CH3:29])([CH3:28])[CH3:27])=[O:24])[CH2:21][CH2:22]4)=[C:3]([O:2][CH3:1])[CH:12]=[CH:11][C:6]=3[C:7]\2=[O:10])=[N:31]1. Reactant: [CH3:1][O:2][C:3]1[CH:12]=[CH:11][C:6]2[C:7](=[O:10])[CH2:8][O:9][C:5]=2[C:4]=1[CH:13]=[CH:14][CH2:15][CH2:16][CH:17]1[CH2:22][CH2:21][N:20]([C:23]([O:25][C:26]([CH3:29])([CH3:28])[CH3:27])=[O:24])[CH2:19][CH2:18]1.[NH:30]1[C:38]2[C:33](=[CH:34][CH:35]=[CH:36][CH:37]=2)[C:32]([CH:39]=O)=[N:31]1.N1CCCCC1. The catalyst class is: 5. (6) Reactant: Cl[S:2]([OH:5])(=[O:4])=[O:3].[C:6]([O:14][C:15]1[CH:20]=[CH:19][CH:18]=[C:17]([O:21][CH3:22])[CH:16]=1)(=[O:13])[C:7]1[CH:12]=[CH:11][CH:10]=[CH:9][CH:8]=1. Product: [C:6]([O:14][C:15]1[CH:20]=[CH:19][C:18]([S:2]([OH:5])(=[O:4])=[O:3])=[C:17]([O:21][CH3:22])[CH:16]=1)(=[O:13])[C:7]1[CH:8]=[CH:9][CH:10]=[CH:11][CH:12]=1. The catalyst class is: 4. (7) The catalyst class is: 9. Product: [NH2:1][C:2]1[CH:7]=[CH:6][C:5]([O:8][C:13]2[CH:20]=[CH:19][C:16]([CH:17]=[O:18])=[CH:15][CH:14]=2)=[CH:4][C:3]=1[N+:9]([O-:11])=[O:10]. Reactant: [NH2:1][C:2]1[CH:7]=[CH:6][C:5]([OH:8])=[CH:4][C:3]=1[N+:9]([O-:11])=[O:10].F[C:13]1[CH:20]=[CH:19][C:16]([CH:17]=[O:18])=[CH:15][CH:14]=1.C(=O)([O-])[O-].[Cs+].[Cs+].